From a dataset of Reaction yield outcomes from USPTO patents with 853,638 reactions. Predict the reaction yield, written as a fraction of the theoretical maximum amount of product (1.0 means a 100% yield; for example, 0.34 means a 34% yield). (1) The reactants are [CH3:1][O:2][CH2:3][C@@H:4]1[C@H:6](/[CH:7]=[CH:8]/[C:9](/[CH3:16])=[CH:10]/[C:11]([O:13][CH2:14][CH3:15])=[O:12])[C@@:5]1([CH3:31])[C:17]1[CH:26]=[CH:25][C:24]2[C:23]([CH3:28])([CH3:27])[CH2:22][CH2:21][C:20]([CH3:30])([CH3:29])[C:19]=2[CH:18]=1.C(OC[C@H]1[C@H](C=O)[C@]1(C)C1C=CC2C(C)(C)CCC(C)(C)C=2C=1)C. No catalyst specified. The product is [CH3:1][O:2][CH2:3][C@H:4]1[C@H:6](/[CH:7]=[CH:8]/[C:9](/[CH3:16])=[CH:10]/[C:11]([O:13][CH2:14][CH3:15])=[O:12])[C@@:5]1([CH3:31])[C:17]1[CH:26]=[CH:25][C:24]2[C:23]([CH3:28])([CH3:27])[CH2:22][CH2:21][C:20]([CH3:30])([CH3:29])[C:19]=2[CH:18]=1. The yield is 0.740. (2) The reactants are [CH3:1][O:2][C:3]1[CH:8]=[CH:7][C:6]([CH2:9][O:10][C:11]2[CH:16]=[CH:15][C:14]([CH:17]([C:22]#[C:23][CH3:24])[CH2:18][C:19](O)=[O:20])=[CH:13][CH:12]=2)=[CH:5][CH:4]=1.C(C1NC=CN=1)(C1NC=CN=1)=O.C1COCC1.[NH2:42][C:43]1[S:44][CH:45]=[CH:46][N:47]=1. The catalyst is O. The product is [S:44]1[CH:45]=[CH:46][N:47]=[C:43]1[NH:42][C:19](=[O:20])[CH2:18][CH:17]([C:14]1[CH:15]=[CH:16][C:11]([O:10][CH2:9][C:6]2[CH:5]=[CH:4][C:3]([O:2][CH3:1])=[CH:8][CH:7]=2)=[CH:12][CH:13]=1)[C:22]#[C:23][CH3:24]. The yield is 0.0200. (3) The reactants are [OH:1][C:2]([CH3:8])([CH3:7])[CH2:3][C:4]([OH:6])=O.Cl.[NH2:10][C:11]1[N:12]=[C:13]2[CH:18]=[CH:17][C:16]([O:19][C:20]3[CH:21]=[CH:22][C:23]([CH3:36])=[C:24]([NH:26][C:27]([C:29]4[N:33]([CH3:34])[N:32]=[C:31]([CH3:35])[CH:30]=4)=[O:28])[CH:25]=3)=[N:15][N:14]2[CH:37]=1.F[P-](F)(F)(F)(F)F.N1(OC(N(C)C)=[N+](C)C)C2N=CC=CC=2N=N1.C(N(CC)C(C)C)(C)C. The catalyst is CN(C)C=O. The product is [OH:1][C:2]([CH3:8])([CH3:7])[CH2:3][C:4]([NH:10][C:11]1[N:12]=[C:13]2[CH:18]=[CH:17][C:16]([O:19][C:20]3[CH:21]=[CH:22][C:23]([CH3:36])=[C:24]([NH:26][C:27]([C:29]4[N:33]([CH3:34])[N:32]=[C:31]([CH3:35])[CH:30]=4)=[O:28])[CH:25]=3)=[N:15][N:14]2[CH:37]=1)=[O:6]. The yield is 0.660. (4) The reactants are [C:1]([C:3]1[CH:17]=[CH:16][C:6]([O:7][CH2:8][C:9]([O:11][C:12]([CH3:15])([CH3:14])[CH3:13])=[O:10])=[C:5]([F:18])[CH:4]=1)#[N:2].[NH2:19][OH:20]. The catalyst is CCO. The product is [NH2:2][C:1](=[N:19][OH:20])[C:3]1[CH:17]=[CH:16][C:6]([O:7][CH2:8][C:9]([O:11][C:12]([CH3:13])([CH3:14])[CH3:15])=[O:10])=[C:5]([F:18])[CH:4]=1. The yield is 0.900. (5) The reactants are Br[C:2]1[C:15]2[C:16]3=[C:17]4[C:12](=[CH:13][CH:14]=2)[CH:11]=[CH:10][C:9](Br)=[C:8]4[CH:7]=[CH:6][C:5]3=[CH:4][CH:3]=1.[CH3:19][C:20]1[CH:21]=[C:22]([NH:26][C:27]2[CH:32]=[CH:31][CH:30]=[C:29]([C:33]3([C:46]4[CH:51]=[CH:50][CH:49]=[CH:48][CH:47]=4)[C:45]4[CH:44]=[CH:43][CH:42]=[CH:41][C:40]=4[C:39]4[C:34]3=[CH:35][CH:36]=[CH:37][CH:38]=4)[CH:28]=2)[CH:23]=[CH:24][CH:25]=1.[CH3:52][C:53]([CH3:56])([O-])[CH3:54].[Na+].[C:67](P([C:67]([CH3:70])([CH3:69])[CH3:68])[C:67]([CH3:70])([CH3:69])[CH3:68])([CH3:70])([CH3:69])[CH3:68]. The catalyst is C1C=CC(/C=C/C(/C=C/C2C=CC=CC=2)=O)=CC=1.C1C=CC(/C=C/C(/C=C/C2C=CC=CC=2)=O)=CC=1.[Pd].C1(C)C=CC=CC=1.CCCCCC. The product is [CH3:19][C:20]1[CH:21]=[C:22]([N:26]([C:27]2[CH:32]=[CH:31][CH:30]=[C:29]([C:33]3([C:46]4[CH:51]=[CH:50][CH:49]=[CH:48][CH:47]=4)[C:45]4[CH:44]=[CH:43][CH:42]=[CH:41][C:40]=4[C:39]4[C:34]3=[CH:35][CH:36]=[CH:37][CH:38]=4)[CH:28]=2)[C:2]2[C:15]3=[C:16]4[C:17]5[C:12]([CH:13]=[CH:14]3)=[CH:11][CH:10]=[C:9]([N:26]([C:22]3[CH:21]=[CH:20][CH:69]=[C:67]([CH3:68])[CH:70]=3)[C:27]3[CH:28]=[CH:29][CH:54]=[C:53]([C:56]6([C:49]7[CH:48]=[CH:47][CH:46]=[CH:51][CH:50]=7)[C:41]7[CH:42]=[CH:43][CH:44]=[CH:45][C:40]=7[C:39]7[C:38]6=[CH:37][CH:36]=[CH:35][CH:34]=7)[CH:52]=3)[C:8]=5[CH:7]=[CH:6][C:5]4=[CH:4][CH:3]=2)[CH:23]=[CH:24][CH:25]=1. The yield is 0.670. (6) The reactants are C1(C)C=CC(S([O-])(=O)=O)=CC=1.[CH3:12][C@H:13]1[C@H:16]([NH3+:17])[C:15](=[O:18])[NH:14]1.CCN(C(C)C)C(C)C.[C:28]1([CH2:34][CH2:35][CH2:36][CH2:37][CH2:38][O:39][C:40](N2C=CC=CC2=O)=[O:41])[CH:33]=[CH:32][CH:31]=[CH:30][CH:29]=1. The catalyst is C(Cl)Cl. The product is [C:28]1([CH2:34][CH2:35][CH2:36][CH2:37][CH2:38][O:39][C:40](=[O:41])[NH:17][C@@H:16]2[C:15](=[O:18])[NH:14][C@H:13]2[CH3:12])[CH:33]=[CH:32][CH:31]=[CH:30][CH:29]=1. The yield is 0.360. (7) The yield is 0.540. The product is [Cl:35][C:31]1[N:30]=[C:29]([CH2:28][O:1][C:2]2[CH:3]=[C:4]([O:16][C:17]3[CH:22]=[CH:21][C:20]([S:23]([CH3:26])(=[O:25])=[O:24])=[CH:19][CH:18]=3)[CH:5]=[C:6]3[C:10]=2[NH:9][C:8]([C:11]([O:13][CH2:14][CH3:15])=[O:12])=[CH:7]3)[CH:34]=[CH:33][CH:32]=1. The reactants are [OH:1][C:2]1[CH:3]=[C:4]([O:16][C:17]2[CH:22]=[CH:21][C:20]([S:23]([CH3:26])(=[O:25])=[O:24])=[CH:19][CH:18]=2)[CH:5]=[C:6]2[C:10]=1[NH:9][C:8]([C:11]([O:13][CH2:14][CH3:15])=[O:12])=[CH:7]2.Br[CH2:28][C:29]1[CH:34]=[CH:33][CH:32]=[C:31]([Cl:35])[N:30]=1.C(=O)([O-])[O-].[K+].[K+].CN(C)C=O. The catalyst is CCCCCC.C(OCC)(=O)C.O.